Dataset: Full USPTO retrosynthesis dataset with 1.9M reactions from patents (1976-2016). Task: Predict the reactants needed to synthesize the given product. (1) Given the product [CH3:1][C:2]1[C:3]([N+:9]([O-:11])=[O:10])=[C:4]([NH:12][CH2:13][C@@H:14]2[CH2:18][CH2:17][N:16]([C:19]([O:21][C:22]([CH3:25])([CH3:24])[CH3:23])=[O:20])[CH2:15]2)[CH:5]=[CH:6][CH:7]=1, predict the reactants needed to synthesize it. The reactants are: [CH3:1][C:2]1[C:3]([N+:9]([O-:11])=[O:10])=[C:4](F)[CH:5]=[CH:6][CH:7]=1.[NH2:12][CH2:13][C@@H:14]1[CH2:18][CH2:17][N:16]([C:19]([O:21][C:22]([CH3:25])([CH3:24])[CH3:23])=[O:20])[CH2:15]1.CCN(C(C)C)C(C)C. (2) Given the product [CH3:29][S:30]([O:1][CH2:2][C:3]1[CH:21]=[C:6]2[C:7](=[O:20])[N:8]([CH2:11][C:12]3[CH:17]=[CH:16][C:15]([O:18][CH3:19])=[CH:14][CH:13]=3)[CH2:9][CH2:10][N:5]2[N:4]=1)(=[O:32])=[O:31], predict the reactants needed to synthesize it. The reactants are: [OH:1][CH2:2][C:3]1[CH:21]=[C:6]2[C:7](=[O:20])[N:8]([CH2:11][C:12]3[CH:17]=[CH:16][C:15]([O:18][CH3:19])=[CH:14][CH:13]=3)[CH2:9][CH2:10][N:5]2[N:4]=1.C(N(CC)CC)C.[CH3:29][S:30](Cl)(=[O:32])=[O:31]. (3) Given the product [CH2:18]([C:3]1[C:4](=[O:17])[NH:5][C:6](=[O:16])[N:7]([CH2:8][O:9][C:10]2[CH:15]=[CH:14][CH:13]=[CH:12][CH:11]=2)[C:2]=1[S:26][C:22]1[CH:21]=[N:20][CH:25]=[CH:24][CH:23]=1)[CH3:19], predict the reactants needed to synthesize it. The reactants are: Br[C:2]1[N:7]([CH2:8][O:9][C:10]2[CH:15]=[CH:14][CH:13]=[CH:12][CH:11]=2)[C:6](=[O:16])[NH:5][C:4](=[O:17])[C:3]=1[CH2:18][CH3:19].[N:20]1[CH:25]=[CH:24][CH:23]=[C:22]([SH:26])[CH:21]=1. (4) Given the product [I:1][C:2]1[CH:7]=[CH:6][C:5]([NH:8][NH:9][C:10](=[O:12])[CH3:11])=[CH:4][CH:3]=1, predict the reactants needed to synthesize it. The reactants are: [I:1][C:2]1[CH:7]=[CH:6][C:5]([NH:8][NH2:9])=[CH:4][CH:3]=1.[C:10](O)(=[O:12])[CH3:11].